From a dataset of Reaction yield outcomes from USPTO patents with 853,638 reactions. Predict the reaction yield, written as a fraction of the theoretical maximum amount of product (1.0 means a 100% yield; for example, 0.34 means a 34% yield). The reactants are [Cl-].O[NH3+:3].[C:4](=[O:7])([O-])[OH:5].[Na+].CS(C)=O.[CH2:13]([C:17]1[N:18]=[C:19]([CH3:45])[N:20]([C:39]2[CH:44]=[CH:43][CH:42]=[CH:41][CH:40]=2)[C:21](=[O:38])[C:22]=1[CH2:23][C:24]1[CH:29]=[CH:28][C:27]([C:30]2[C:31]([C:36]#[N:37])=[CH:32][CH:33]=[CH:34][CH:35]=2)=[CH:26][CH:25]=1)[CH2:14][CH2:15][CH3:16]. The catalyst is O.C(OCC)(=O)C. The product is [CH2:13]([C:17]1[N:18]=[C:19]([CH3:45])[N:20]([C:39]2[CH:44]=[CH:43][CH:42]=[CH:41][CH:40]=2)[C:21](=[O:38])[C:22]=1[CH2:23][C:24]1[CH:29]=[CH:28][C:27]([C:30]2[CH:35]=[CH:34][CH:33]=[CH:32][C:31]=2[C:36]2[NH:3][C:4](=[O:7])[O:5][N:37]=2)=[CH:26][CH:25]=1)[CH2:14][CH2:15][CH3:16]. The yield is 0.410.